Dataset: Reaction yield outcomes from USPTO patents with 853,638 reactions. Task: Predict the reaction yield, written as a fraction of the theoretical maximum amount of product (1.0 means a 100% yield; for example, 0.34 means a 34% yield). (1) The reactants are [Na].[F:2][C:3]1[CH:4]=[C:5]([N+:10]([O-:12])=[O:11])[CH:6]=[CH:7][C:8]=1F.[CH3:13][OH:14]. No catalyst specified. The product is [F:2][C:3]1[CH:4]=[C:5]([N+:10]([O-:12])=[O:11])[CH:6]=[CH:7][C:8]=1[O:14][CH3:13]. The yield is 0.910. (2) The reactants are [F:1][C:2]1[CH:3]=[C:4]([CH:10]=[C:11]([F:13])[CH:12]=1)[CH:5]=[CH:6][C:7]([OH:9])=[O:8]. The catalyst is C1COCC1.[Pd]. The product is [F:1][C:2]1[CH:3]=[C:4]([CH2:5][CH2:6][C:7]([OH:9])=[O:8])[CH:10]=[C:11]([F:13])[CH:12]=1. The yield is 1.00. (3) The reactants are [OH-].[Na+].C[O:4][C:5](=[O:18])[C:6]1[CH:15]=[CH:14][CH:13]=[C:8]([C:9]([O:11]C)=[O:10])[C:7]=1[O:16][CH3:17].[CH3:19]O. No catalyst specified. The product is [CH3:19][C:14]1[CH:13]=[C:8]([C:9]([OH:11])=[O:10])[C:7]([O:16][CH3:17])=[C:6]([CH:15]=1)[C:5]([OH:4])=[O:18]. The yield is 0.630. (4) The reactants are [Br:1][C:2]1[CH:7]=[CH:6][C:5]([CH2:8][OH:9])=[CH:4][C:3]=1[CH3:10]. The catalyst is C(Cl)Cl.O=[Mn]=O. The product is [Br:1][C:2]1[CH:7]=[CH:6][C:5]([CH:8]=[O:9])=[CH:4][C:3]=1[CH3:10]. The yield is 0.890. (5) The reactants are [CH3:1][S:2]([NH2:5])(=[O:4])=[O:3].P([O-])([O-])([O-])=O.[K+].[K+].[K+].N1CCC[C@H]1C(O)=O.Br[C:23]1[CH:55]=[N:54][C:26]2[NH:27][C:28]([C:33]3[C:34](=[O:53])[N:35]([CH2:45][C:46]4[CH:51]=[CH:50][C:49]([F:52])=[CH:48][CH:47]=4)[CH:36]4[CH:41]([C:42]=3[OH:43])[CH:40]3[CH2:44][CH:37]4[CH2:38][CH2:39]3)=[N:29][S:30](=[O:32])(=[O:31])[C:25]=2[CH:24]=1.[Cl-].[NH4+]. The catalyst is CS(C)=O.ClCCl.[Cu](I)I.C(OCC)(=O)C. The product is [F:52][C:49]1[CH:50]=[CH:51][C:46]([CH2:45][N:35]2[C:34](=[O:53])[C:33]([C:28]3[NH:27][C:26]4[N:54]=[CH:55][C:23]([NH:5][S:2]([CH3:1])(=[O:4])=[O:3])=[CH:24][C:25]=4[S:30](=[O:32])(=[O:31])[N:29]=3)=[C:42]([OH:43])[C@H:41]3[C@@H:36]2[C@H:37]2[CH2:44][C@@H:40]3[CH2:39][CH2:38]2)=[CH:47][CH:48]=1. The yield is 0.175.